This data is from Catalyst prediction with 721,799 reactions and 888 catalyst types from USPTO. The task is: Predict which catalyst facilitates the given reaction. (1) Reactant: [Cl:1][C:2]1[CH:7]=[CH:6][CH:5]=[C:4]([Cl:8])[C:3]=1[NH:9][C:10]1[N:14](C)[C:13]2[CH:16]=[C:17]([C:20](O)=[O:21])[CH:18]=[CH:19][C:12]=2[N:11]=1.Cl.[CH3:24][C:25]1([CH3:32])[CH2:30][CH2:29][CH:28]([NH2:31])[CH2:27][CH2:26]1.[CH3:33]N(C(ON1N=NC2C=CC=CC1=2)=[N+](C)C)C.[B-](F)(F)(F)F.CN1CCOCC1. Product: [CH3:24][C:25]1([CH3:32])[CH2:30][CH2:29][CH:28]([NH:31][C:20]([C:17]2[CH:18]=[CH:19][C:12]3[N:11]([CH3:33])[C:10]([NH:9][C:3]4[C:2]([Cl:1])=[CH:7][CH:6]=[CH:5][C:4]=4[Cl:8])=[N:14][C:13]=3[CH:16]=2)=[O:21])[CH2:27][CH2:26]1. The catalyst class is: 3. (2) Product: [Cl:28][C:25]1[CH:26]=[CH:27][C:22]([CH:12]2[C:4]3[N:3]([CH:29]([CH3:31])[CH3:30])[C:2]([C:5]4[CH:4]=[N:3][O:32][CH:7]=4)=[N:6][C:5]=3[C:7](=[O:8])[N:13]2[C:14]2[CH:19]=[CH:18][C:17](=[O:20])[N:16]([CH3:21])[CH:15]=2)=[CH:23][CH:24]=1. Reactant: Br[C:2]1[N:3]([CH:29]([CH3:31])[CH3:30])[C:4]([CH:12]([C:22]2[CH:27]=[CH:26][C:25]([Cl:28])=[CH:24][CH:23]=2)[NH:13][C:14]2[CH:19]=[CH:18][C:17](=[O:20])[N:16]([CH3:21])[CH:15]=2)=[C:5]([C:7](OCC)=[O:8])[N:6]=1.[OH2:32].[OH-].[Na+]. The catalyst class is: 12. (3) Product: [CH2:13]([O:12][C:10]([C@H:7]1[CH2:6][CH2:5][C@@H:4]([O:3][C:20]2[CH:19]=[CH:18][C:17]([N+:23]([O-:25])=[O:24])=[C:16]([F:15])[CH:21]=2)[CH2:9][CH2:8]1)=[O:11])[CH3:14]. Reactant: [H-].[Na+].[OH:3][CH:4]1[CH2:9][CH2:8][CH:7]([C:10]([O:12][CH2:13][CH3:14])=[O:11])[CH2:6][CH2:5]1.[F:15][C:16]1[CH:21]=[C:20](F)[CH:19]=[CH:18][C:17]=1[N+:23]([O-:25])=[O:24].O. The catalyst class is: 566.